Predict the product of the given reaction. From a dataset of Forward reaction prediction with 1.9M reactions from USPTO patents (1976-2016). (1) Given the reactants [ClH:1].C(OC([N:9]1[CH2:17][C:16]2[C:11](=[CH:12][CH:13]=[C:14]([C:18]3[C:27]([O:28][CH:29]([F:31])[F:30])=[C:26]4[C:21]([C:22](=[O:36])[NH:23][C:24](=[O:35])[N:25]4[CH:32]4[CH2:34][CH2:33]4)=[CH:20][CH:19]=3)[CH:15]=2)[C@H:10]1[CH3:37])=O)(C)(C)C, predict the reaction product. The product is: [ClH:1].[CH:32]1([N:25]2[C:26]3[C:21](=[CH:20][CH:19]=[C:18]([C:14]4[CH:15]=[C:16]5[C:11](=[CH:12][CH:13]=4)[C@@H:10]([CH3:37])[NH:9][CH2:17]5)[C:27]=3[O:28][CH:29]([F:30])[F:31])[C:22](=[O:36])[NH:23][C:24]2=[O:35])[CH2:33][CH2:34]1. (2) The product is: [ClH:1].[ClH:1].[Br:3][C:4]1[CH:5]=[C:6]([CH:37]=[C:38]([C:40]([F:41])([F:42])[F:43])[CH:39]=1)[C:7]([N:9]([CH2:11][C@H:12]([C:30]1[CH:35]=[CH:34][C:33]([F:36])=[CH:32][CH:31]=1)[CH2:13][CH2:14][N:15]1[CH2:18][CH:17]([N:19]2[CH2:20][CH2:21][N:22]([C:25](=[O:29])[CH2:26][CH3:27])[CH2:23][CH2:24]2)[CH2:16]1)[CH3:10])=[O:8]. Given the reactants [ClH:1].Cl.[Br:3][C:4]1[CH:5]=[C:6]([CH:37]=[C:38]([C:40]([F:43])([F:42])[F:41])[CH:39]=1)[C:7]([N:9]([CH2:11][C@H:12]([C:30]1[CH:35]=[CH:34][C:33]([F:36])=[CH:32][CH:31]=1)[CH2:13][CH2:14][N:15]1[CH2:18][CH:17]([N:19]2[CH2:24][CH2:23][N:22]3[C:25](=[O:29])[CH2:26][CH2:27]C[CH:21]3[CH2:20]2)[CH2:16]1)[CH3:10])=[O:8].N1CC(N2CCN(C(=O)CC)CC2)C1.C(O[BH-](OC(=O)C)OC(=O)C)(=O)C.[Na+].CCN(C(C)C)C(C)C, predict the reaction product. (3) Given the reactants [F:1][CH:2]([F:37])[CH2:3][O:4][C:5]1[CH:10]=[CH:9][C:8]([C:11]([F:14])([F:13])[F:12])=[CH:7][C:6]=1[C:15]1[C:16]2[N:17]([N:21]=[C:22]([NH:24][C:25]3[CH:30]=[CH:29][C:28]([CH:31]4[CH2:36][CH2:35][NH:34][CH2:33][CH2:32]4)=[CH:27][CH:26]=3)[N:23]=2)[CH:18]=[CH:19][CH:20]=1.Cl[CH2:39][C:40]([N:42]([CH3:44])[CH3:43])=[O:41], predict the reaction product. The product is: [F:37][CH:2]([F:1])[CH2:3][O:4][C:5]1[CH:10]=[CH:9][C:8]([C:11]([F:12])([F:13])[F:14])=[CH:7][C:6]=1[C:15]1[C:16]2[N:17]([N:21]=[C:22]([NH:24][C:25]3[CH:30]=[CH:29][C:28]([CH:31]4[CH2:32][CH2:33][N:34]([CH2:39][C:40]([N:42]([CH3:44])[CH3:43])=[O:41])[CH2:35][CH2:36]4)=[CH:27][CH:26]=3)[N:23]=2)[CH:18]=[CH:19][CH:20]=1. (4) Given the reactants C([N:8]1[CH2:13][CH2:12][N:11]2[CH:14]=[CH:15][N:16]=[C:10]2[CH2:9]1)C1C=CC=CC=1.C(O)=O, predict the reaction product. The product is: [N:16]1[CH:15]=[CH:14][N:11]2[CH2:12][CH2:13][NH:8][CH2:9][C:10]=12. (5) Given the reactants [C:1]([C:3]1[C:4]([NH:19][C:20]2[CH:21]=[C:22]3[C:26](=[CH:27][CH:28]=2)[NH:25][CH:24]=[CH:23]3)=[C:5]2[CH:11]=[C:10]([CH2:12][CH2:13][C:14]([O:16]CC)=[O:15])[S:9][C:6]2=[N:7][CH:8]=1)#[N:2].[OH-].[Na+], predict the reaction product. The product is: [C:1]([C:3]1[C:4]([NH:19][C:20]2[CH:21]=[C:22]3[C:26](=[CH:27][CH:28]=2)[NH:25][CH:24]=[CH:23]3)=[C:5]2[CH:11]=[C:10]([CH2:12][CH2:13][C:14]([OH:16])=[O:15])[S:9][C:6]2=[N:7][CH:8]=1)#[N:2]. (6) Given the reactants [CH2:1]([NH:8][C:9]1[N:14]2[N:15]=[CH:16][C:17]([Br:18])=[C:13]2[N:12]=[CH:11][C:10]=1[C:19]([OH:21])=O)[C:2]1[CH:7]=[CH:6][CH:5]=[CH:4][CH:3]=1.Cl.[S:23]1[CH:27]=[CH:26][CH:25]=[C:24]1[CH:28]1[CH2:33][CH2:32][NH:31][CH2:30][CH2:29]1, predict the reaction product. The product is: [Br:18][C:17]1[CH:16]=[N:15][N:14]2[C:9]([NH:8][CH2:1][C:2]3[CH:3]=[CH:4][CH:5]=[CH:6][CH:7]=3)=[C:10]([C:19]([N:31]3[CH2:32][CH2:33][CH:28]([C:24]4[S:23][CH:27]=[CH:26][CH:25]=4)[CH2:29][CH2:30]3)=[O:21])[CH:11]=[N:12][C:13]=12. (7) Given the reactants [CH3:1][C:2]1[N:3]=[C:4]([C:7]2[C:8]3[CH2:17][CH2:16][CH2:15][CH2:14][CH2:13][C:9]=3[S:10][C:11]=2[NH2:12])[S:5][CH:6]=1.[C@@H:18]12[C:27](=[O:28])[O:26][C:24](=[O:25])[C@@H:19]1[CH2:20][CH2:21][CH2:22][CH2:23]2, predict the reaction product. The product is: [CH3:1][C:2]1[N:3]=[C:4]([C:7]2[C:8]3[CH2:17][CH2:16][CH2:15][CH2:14][CH2:13][C:9]=3[S:10][C:11]=2[NH:12][C:27]([CH:18]2[CH2:23][CH2:22][CH2:21][CH2:20][CH:19]2[C:24]([OH:26])=[O:25])=[O:28])[S:5][CH:6]=1. (8) Given the reactants I[C:2]1[CH:11]=[CH:10][CH:9]=[CH:8][C:3]=1[C:4]([O:6][CH3:7])=[O:5].[CH3:12][CH:13]([NH:16][C:17](=[O:23])[O:18][C:19]([CH3:22])([CH3:21])[CH3:20])[C:14]#[CH:15], predict the reaction product. The product is: [C:19]([O:18][C:17]([NH:16][CH:13]([CH3:12])[C:14]#[C:15][C:2]1[CH:11]=[CH:10][CH:9]=[CH:8][C:3]=1[C:4]([O:6][CH3:7])=[O:5])=[O:23])([CH3:22])([CH3:21])[CH3:20]. (9) The product is: [Br:46][C:47]1[CH:73]=[N:72][C:50]2[N:51]=[C:52]([N:58]3[CH2:61][CH:60]([N:63]([CH3:71])[C:64](=[O:65])[OH:70])[CH2:59]3)[C:53]3[N:54]([CH:55]=[N:56][N:57]=3)[C:49]=2[CH:48]=1. Given the reactants BrC1C=NC2N=C(N3CC(NC)C3)C3N(C=NN=3)C=2C=1.BrC1C=NC2=NC(N3CC(N(C)C(=O)OC(C)(C)C)C3)=C(Cl)N=C2C=1.[Br:46][C:47]1[CH:73]=[N:72][C:50]2[N:51]=[C:52]([N:58]3[CH2:61][C:60]([N:63]([CH3:71])[C:64](=[O:70])[O:65]C(C)(C)C)(C)[CH2:59]3)[C:53]3[N:54]([CH:55]=[N:56][N:57]=3)[C:49]=2[CH:48]=1, predict the reaction product. (10) Given the reactants [F:1][C:2]1[CH:7]=[CH:6][C:5](/[CH:8]=[CH:9]/[O:10]C)=[CH:4][C:3]=1[O:12][C:13]1[CH:18]=[CH:17][CH:16]=[CH:15][CH:14]=1.Cl.O1CCCC1, predict the reaction product. The product is: [F:1][C:2]1[CH:7]=[CH:6][C:5]([CH2:8][CH:9]=[O:10])=[CH:4][C:3]=1[O:12][C:13]1[CH:14]=[CH:15][CH:16]=[CH:17][CH:18]=1.